This data is from Reaction yield outcomes from USPTO patents with 853,638 reactions. The task is: Predict the reaction yield, written as a fraction of the theoretical maximum amount of product (1.0 means a 100% yield; for example, 0.34 means a 34% yield). The reactants are [Br:1][C:2]1[C:11]2[CH2:10][CH2:9][CH2:8][CH2:7][C:6]=2[C:5](=[O:12])[NH:4][C:3]=1[CH3:13].[CH3:14]I. The catalyst is C(Cl)(Cl)Cl.C(=O)([O-])[O-].[Ag+].[Ag+]. The product is [Br:1][C:2]1[C:11]2[CH2:10][CH2:9][CH2:8][CH2:7][C:6]=2[C:5]([O:12][CH3:14])=[N:4][C:3]=1[CH3:13]. The yield is 0.830.